From a dataset of Reaction yield outcomes from USPTO patents with 853,638 reactions. Predict the reaction yield, written as a fraction of the theoretical maximum amount of product (1.0 means a 100% yield; for example, 0.34 means a 34% yield). (1) The reactants are [Br:1][C:2]1[C:3]([C:9]([OH:11])=[O:10])=[C:4]([CH:7]=[O:8])[S:5][CH:6]=1.C([O-])([O-])=O.[K+].[K+].I[CH2:19][CH3:20]. The catalyst is CN(C=O)C. The product is [CH2:19]([O:10][C:9]([C:3]1[C:2]([Br:1])=[CH:6][S:5][C:4]=1[CH:7]=[O:8])=[O:11])[CH3:20]. The yield is 0.635. (2) The reactants are C([Sn](CCCC)(CCCC)[CH2:6][O:7][CH2:8][O:9][CH3:10])CCC.[Li]CCCC.[Br:24][C:25]1[CH:30]=[CH:29][C:28]([NH:31][C:32]2[C:33]([CH:43]=[O:44])=[CH:34][C:35]3[N:39]([CH3:40])[CH:38]=[N:37][C:36]=3[C:41]=2[F:42])=[C:27]([Cl:45])[CH:26]=1. The catalyst is C1COCC1. The product is [Br:24][C:25]1[CH:30]=[CH:29][C:28]([NH:31][C:32]2[C:33]([CH:43]([OH:44])[CH2:6][O:7][CH2:8][O:9][CH3:10])=[CH:34][C:35]3[N:39]([CH3:40])[CH:38]=[N:37][C:36]=3[C:41]=2[F:42])=[C:27]([Cl:45])[CH:26]=1. The yield is 0.640. (3) The reactants are [N+:1]([C:4]1[CH:43]=[CH:42][C:7]([O:8][CH2:9][CH2:10][CH2:11][CH2:12][Si:13]([CH3:41])([CH3:40])[O:14][Si:15]([CH3:39])([CH3:38])[O:16][Si:17]([CH3:37])([CH3:36])[O:18][Si:19]([CH2:22][CH2:23][CH2:24][CH2:25][O:26][C:27]2[CH:32]=[CH:31][C:30]([N+:33]([O-])=O)=[CH:29][CH:28]=2)([CH3:21])[CH3:20])=[CH:6][CH:5]=1)([O-])=O.[H][H]. No catalyst specified. The product is [NH2:1][C:4]1[CH:43]=[CH:42][C:7]([O:8][CH2:9][CH2:10][CH2:11][CH2:12][Si:13]([CH3:40])([CH3:41])[O:14][Si:15]([CH3:39])([CH3:38])[O:16][Si:17]([CH3:37])([CH3:36])[O:18][Si:19]([CH2:22][CH2:23][CH2:24][CH2:25][O:26][C:27]2[CH:28]=[CH:29][C:30]([NH2:33])=[CH:31][CH:32]=2)([CH3:20])[CH3:21])=[CH:6][CH:5]=1. The yield is 0.990. (4) The reactants are [Cl:1][C:2]1[CH:7]=[CH:6][CH:5]=[C:4]([Cl:8])[C:3]=1[C:9]1[C:13]([CH2:14][O:15][C:16]2[CH:17]=[C:18]3[C:22](=[CH:23][CH:24]=2)[N:21]([CH2:25][C:26]2[CH:35]=[CH:34][C:29]([C:30]([O:32]C)=[O:31])=[CH:28][CH:27]=2)[CH:20]=[CH:19]3)=[C:12]([CH:36]([CH3:38])[CH3:37])[O:11][N:10]=1.[OH-].[Li+].O1CCOCC1. The catalyst is O1CCCC1. The product is [Cl:8][C:4]1[CH:5]=[CH:6][CH:7]=[C:2]([Cl:1])[C:3]=1[C:9]1[C:13]([CH2:14][O:15][C:16]2[CH:17]=[C:18]3[C:22](=[CH:23][CH:24]=2)[N:21]([CH2:25][C:26]2[CH:27]=[CH:28][C:29]([C:30]([OH:32])=[O:31])=[CH:34][CH:35]=2)[CH:20]=[CH:19]3)=[C:12]([CH:36]([CH3:38])[CH3:37])[O:11][N:10]=1. The yield is 0.400. (5) The reactants are [S:1]1[CH:5]=[CH:4][C:3]([C:6]([OH:8])=O)=[CH:2]1.C(Cl)(=O)C(Cl)=O.[CH3:15][C:16]1[CH:17]=[C:18]([CH:20]=[CH:21][C:22]=1[I:23])N.C([O-])([O-])=O.[K+].[K+].[NH2:30]C1C=CC=CC=1. The catalyst is C(Cl)Cl.CN(C=O)C.N1C=CC=CC=1. The product is [I:23][C:22]1[CH:21]=[C:20]([NH:30][C:6]([C:3]2[CH:4]=[CH:5][S:1][CH:2]=2)=[O:8])[CH:18]=[CH:17][C:16]=1[CH3:15]. The yield is 0.290.